Predict the reactants needed to synthesize the given product. From a dataset of Full USPTO retrosynthesis dataset with 1.9M reactions from patents (1976-2016). Given the product [O:1]=[C:2]1[N:11]([CH:12]2[CH2:13][CH2:14][N:15]([C:18]([O:20][CH:21]([C:33]3[CH:38]=[C:37]([CH:39]=[O:40])[CH:36]=[CH:35][N:34]=3)[CH2:22][C:23]3[CH:24]=[C:25]4[C:29](=[C:30]([CH3:32])[CH:31]=3)[NH:28][N:27]=[CH:26]4)=[O:19])[CH2:16][CH2:17]2)[CH2:10][C:9]2[C:4](=[CH:5][CH:6]=[CH:7][CH:8]=2)[NH:3]1, predict the reactants needed to synthesize it. The reactants are: [O:1]=[C:2]1[N:11]([CH:12]2[CH2:17][CH2:16][N:15]([C:18]([O:20][CH:21]([C:33]3[CH:38]=[C:37]([CH2:39][OH:40])[CH:36]=[CH:35][N:34]=3)[CH2:22][C:23]3[CH:24]=[C:25]4[C:29](=[C:30]([CH3:32])[CH:31]=3)[NH:28][N:27]=[CH:26]4)=[O:19])[CH2:14][CH2:13]2)[CH2:10][C:9]2[C:4](=[CH:5][CH:6]=[CH:7][CH:8]=2)[NH:3]1.CC(OI1(OC(C)=O)(OC(C)=O)OC(=O)C2C=CC=CC1=2)=O.